From a dataset of Forward reaction prediction with 1.9M reactions from USPTO patents (1976-2016). Predict the product of the given reaction. (1) Given the reactants [Cl:1][C:2]1[CH:7]=[C:6]([C:8]2[C:16]3[C:11](=[N:12][CH:13]=[C:14]([O:17][CH3:18])[CH:15]=3)[N:10](S(C3C=CC=CC=3)(=O)=O)[CH:9]=2)[CH:5]=[C:4]([Cl:28])[N:3]=1.[OH-].[K+], predict the reaction product. The product is: [Cl:1][C:2]1[CH:7]=[C:6]([C:8]2[C:16]3[C:11](=[N:12][CH:13]=[C:14]([O:17][CH3:18])[CH:15]=3)[NH:10][CH:9]=2)[CH:5]=[C:4]([Cl:28])[N:3]=1. (2) Given the reactants [Cl:1][C:2]1[CH:3]=[C:4]([C:9]2[N:13](C3CCCCO3)[N:12]=[CH:11][CH:10]=2)[CH:5]=[CH:6][C:7]=1[Cl:8].Cl, predict the reaction product. The product is: [Cl:1][C:2]1[CH:3]=[C:4]([C:9]2[NH:13][N:12]=[CH:11][CH:10]=2)[CH:5]=[CH:6][C:7]=1[Cl:8]. (3) The product is: [Si:13]([O:20][CH2:21][C:22]([CH3:67])([CH3:68])[CH2:23][N:24]1[C:30]2[CH:31]=[CH:32][C:33]([Cl:35])=[CH:34][C:29]=2[C@@H:28]([C:36]2[CH:41]=[CH:40][CH:39]=[C:38]([O:42][CH3:43])[C:37]=2[O:44][CH3:45])[O:27][C@H:26]([CH2:46][C:47]2[S:48][C:49](/[C:52](=[CH:58]\[C:59]3[CH:60]=[CH:61][CH:62]=[CH:63][CH:64]=3)/[C:53]([O:55][CH2:56][CH3:57])=[O:54])=[CH:50][N:51]=2)[C:25]1=[O:66])([C:16]([CH3:17])([CH3:18])[CH3:19])([CH3:15])[CH3:14]. Given the reactants C(N(CC)CC)C.CS(Cl)(=O)=O.[Si:13]([O:20][CH2:21][C:22]([CH3:68])([CH3:67])[CH2:23][N:24]1[C:30]2[CH:31]=[CH:32][C:33]([Cl:35])=[CH:34][C:29]=2[C@@H:28]([C:36]2[CH:41]=[CH:40][CH:39]=[C:38]([O:42][CH3:43])[C:37]=2[O:44][CH3:45])[O:27][C@H:26]([CH2:46][C:47]2[S:48][C:49]([CH:52]([CH:58](O)[C:59]3[CH:64]=[CH:63][CH:62]=[CH:61][CH:60]=3)[C:53]([O:55][CH2:56][CH3:57])=[O:54])=[CH:50][N:51]=2)[C:25]1=[O:66])([C:16]([CH3:19])([CH3:18])[CH3:17])([CH3:15])[CH3:14].C1CCN2C(=NCCC2)CC1, predict the reaction product. (4) Given the reactants [Cl:1][C:2]1[CH:3]=[C:4]([CH:10]=[CH:11][CH:12]=1)[CH:5]=[CH:6][C:7]([OH:9])=O.S(Cl)(Cl)=O.[C:17]([O:21][C:22]([N:24]1[CH2:29][CH2:28][NH:27][CH:26]([C:30]([OH:32])=[O:31])[CH2:25]1)=[O:23])([CH3:20])([CH3:19])[CH3:18].C(=O)([O-])[O-].[Na+].[Na+], predict the reaction product. The product is: [C:17]([O:21][C:22]([N:24]1[CH2:29][CH2:28][N:27]([C:7](=[O:9])[CH:6]=[CH:5][C:4]2[CH:10]=[CH:11][CH:12]=[C:2]([Cl:1])[CH:3]=2)[CH:26]([C:30]([OH:32])=[O:31])[CH2:25]1)=[O:23])([CH3:20])([CH3:18])[CH3:19]. (5) Given the reactants [CH2:1]([O:8][CH2:9][CH:10]1[CH2:15][CH2:14][CH:13]([CH:16]=[O:17])[CH2:12][CH2:11]1)[C:2]1[CH:7]=[CH:6][CH:5]=[CH:4][CH:3]=1.[O-]Cl.[Na+].[CH3:21][OH:22], predict the reaction product. The product is: [CH3:21][O:22][C:16]([CH:13]1[CH2:12][CH2:11][CH:10]([CH2:9][O:8][CH2:1][C:2]2[CH:3]=[CH:4][CH:5]=[CH:6][CH:7]=2)[CH2:15][CH2:14]1)=[O:17]. (6) Given the reactants [C:1]1([C@H:11]([N:13]([CH2:21][C@@H:22]2[C@@H:26]([C:27]3[CH:32]=[CH:31][CH:30]=[CH:29][CH:28]=3)[CH2:25][NH:24][CH2:23]2)[C:14](=[O:20])[O:15][C:16]([CH3:19])([CH3:18])[CH3:17])[CH3:12])[C:10]2[C:5](=[CH:6][CH:7]=[CH:8][CH:9]=2)[CH:4]=[CH:3][CH:2]=1.C(=O)([O-])[O-].[K+].[K+].[F:39][C:40]1[CH:41]=[C:42]([CH:47]=[C:48]([F:51])[C:49]=1F)[C:43]([O:45][CH3:46])=[O:44].N[C@H](C(O)=O)[C@@H](C)O, predict the reaction product. The product is: [C:16]([O:15][C:14]([N:13]([CH2:21][C@@H:22]1[C@@H:26]([C:27]2[CH:28]=[CH:29][CH:30]=[CH:31][CH:32]=2)[CH2:25][N:24]([C:49]2[C:48]([F:51])=[CH:47][C:42]([C:43]([O:45][CH3:46])=[O:44])=[CH:41][C:40]=2[F:39])[CH2:23]1)[C@@H:11]([C:1]1[C:10]2[C:5](=[CH:6][CH:7]=[CH:8][CH:9]=2)[CH:4]=[CH:3][CH:2]=1)[CH3:12])=[O:20])([CH3:18])([CH3:19])[CH3:17].